Dataset: Reaction yield outcomes from USPTO patents with 853,638 reactions. Task: Predict the reaction yield, written as a fraction of the theoretical maximum amount of product (1.0 means a 100% yield; for example, 0.34 means a 34% yield). (1) The reactants are C[O:2][C:3]1[CH:8]=[C:7]([O:9]C)[CH:6]=[CH:5][C:4]=1[C:11]1[CH:16]=[CH:15][CH:14]=[C:13]([C:17]([NH:19][C:20]2[CH:21]=[C:22]([C:26]3[S:30][C:29]([CH2:31][C:32]([OH:34])=[O:33])=[CH:28][CH:27]=3)[CH:23]=[CH:24][CH:25]=2)=[O:18])[CH:12]=1.B(Br)(Br)Br. No catalyst specified. The product is [OH:2][C:3]1[CH:8]=[C:7]([OH:9])[CH:6]=[CH:5][C:4]=1[C:11]1[CH:16]=[CH:15][CH:14]=[C:13]([C:17]([NH:19][C:20]2[CH:21]=[C:22]([C:26]3[S:30][C:29]([CH2:31][C:32]([OH:34])=[O:33])=[CH:28][CH:27]=3)[CH:23]=[CH:24][CH:25]=2)=[O:18])[CH:12]=1. The yield is 0.0130. (2) The reactants are [NH:1]1[C:10]2[C:5](=[CH:6][CH:7]=[CH:8][CH:9]=2)[CH2:4][CH2:3][CH:2]1C=O.[CH3:13][CH:14]1[CH2:19][CH2:18][CH2:17][CH2:16][CH:15]1[NH2:20].[CH3:21]O. No catalyst specified. The product is [NH:1]1[C:10]2[C:5](=[CH:6][CH:7]=[CH:8][C:9]=2/[CH:21]=[N:20]/[CH:15]2[CH2:16][CH2:17][CH2:18][CH2:19][CH:14]2[CH3:13])[CH2:4][CH2:3][CH2:2]1. The yield is 0.500. (3) The reactants are [CH3:1][C:2]1[NH:3][CH:4]=[CH:5][C:6]=1[C:7]([O:9][CH2:10][CH3:11])=[O:8].[Br:12]N1C(=O)CCC1=O.O. The catalyst is O1CCCC1. The product is [Br:12][C:4]1[NH:3][C:2]([CH3:1])=[C:6]([C:7]([O:9][CH2:10][CH3:11])=[O:8])[CH:5]=1. The yield is 0.970. (4) The reactants are [C:1]([C:3]1[C:4]([NH2:9])=[N:5][CH:6]=[CH:7][CH:8]=1)#[CH:2].Cl.[N:11]1[CH:16]=[CH:15][CH:14]=[CH:13][C:12]=1[CH2:17][CH2:18][C:19]1[CH:24]=[CH:23][C:22]([CH2:25][C:26](Cl)=[N:27][OH:28])=[CH:21][CH:20]=1.C(N(CC)CC)C. The catalyst is O1CCCC1. The product is [N:11]1[CH:16]=[CH:15][CH:14]=[CH:13][C:12]=1[CH2:17][CH2:18][C:19]1[CH:24]=[CH:23][C:22]([CH2:25][C:26]2[CH:2]=[C:1]([C:3]3[C:4]([NH2:9])=[N:5][CH:6]=[CH:7][CH:8]=3)[O:28][N:27]=2)=[CH:21][CH:20]=1. The yield is 0.180. (5) The reactants are [NH2:1][C:2]1[CH:7]=[CH:6][C:5](Br)=[CH:4][N:3]=1.[Cl:9][C:10]1[CH:15]=[CH:14][C:13](B(O)O)=[CH:12][CH:11]=1.C([O-])([O-])=O.[Na+].[Na+].Cl. The catalyst is O1CCOCC1.O.CC([O-])=O.CC([O-])=O.[Pd+2].C1C=CC(P(C2C=CC=CC=2)[C-]2C=CC=C2)=CC=1.C1C=CC(P(C2C=CC=CC=2)[C-]2C=CC=C2)=CC=1.Cl[Pd]Cl.[Fe+2].C(Cl)Cl. The product is [NH2:1][C:2]1[CH:7]=[CH:6][C:5]([C:13]2[CH:14]=[CH:15][C:10]([Cl:9])=[CH:11][CH:12]=2)=[CH:4][N:3]=1. The yield is 0.780. (6) The reactants are Br[C:2]1[CH:7]=[C:6]([CH2:8][NH:9][C:10]2[CH:28]=[CH:27][CH:26]=[CH:25][C:11]=2[C:12]([NH:14][C:15]2[N:16]=[CH:17][C:18]3[C:23]([CH:24]=2)=[CH:22][CH:21]=[CH:20][CH:19]=3)=[O:13])[CH:5]=[CH:4][N:3]=1.C(=O)([O-])[O-].[Cs+].[Cs+].[C:35]([NH2:40])(=[O:39])[CH2:36][CH2:37][CH3:38].CC1(C)C2C(=C(P(C3C=CC=CC=3)C3C=CC=CC=3)C=CC=2)OC2C(P(C3C=CC=CC=3)C3C=CC=CC=3)=CC=CC1=2. The catalyst is O1CCOCC1.C(Cl)Cl. The product is [C:35]([NH:40][C:2]1[CH:7]=[C:6]([CH2:8][NH:9][C:10]2[CH:28]=[CH:27][CH:26]=[CH:25][C:11]=2[C:12]([NH:14][C:15]2[N:16]=[CH:17][C:18]3[C:23]([CH:24]=2)=[CH:22][CH:21]=[CH:20][CH:19]=3)=[O:13])[CH:5]=[CH:4][N:3]=1)(=[O:39])[CH2:36][CH2:37][CH3:38]. The yield is 0.420. (7) The reactants are [N:1]1[CH:6]=[CH:5][CH:4]=[C:3]([OH:7])[CH:2]=1.[H-].[Na+].Br[C:11]1[CH:12]=[N:13][CH:14]=[C:15]([Br:17])[CH:16]=1.O. The catalyst is CN(C)C=O. The product is [Br:17][C:15]1[CH:14]=[N:13][CH:12]=[C:11]([O:7][C:3]2[CH:2]=[N:1][CH:6]=[CH:5][CH:4]=2)[CH:16]=1. The yield is 0.560. (8) The reactants are [NH:1]1[CH:5]=[C:4]([CH2:6][C:7]([O:9]C)=O)[CH:3]=[N:2]1.[CH:11]1([O:15][C:16]2[CH:17]=[C:18]([N:24]3[CH2:29][CH2:28][NH:27][C@@H:26]([CH2:30][C:31]4[CH:36]=[CH:35][C:34]([F:37])=[CH:33][CH:32]=4)[CH2:25]3)[CH:19]=[CH:20][C:21]=2[O:22][CH3:23])[CH2:14][CH2:13][CH2:12]1. No catalyst specified. The product is [CH:11]1([O:15][C:16]2[CH:17]=[C:18]([N:24]3[CH2:29][CH2:28][N:27]([C:7](=[O:9])[CH2:6][C:4]4[CH:5]=[N:1][NH:2][CH:3]=4)[C@@H:26]([CH2:30][C:31]4[CH:32]=[CH:33][C:34]([F:37])=[CH:35][CH:36]=4)[CH2:25]3)[CH:19]=[CH:20][C:21]=2[O:22][CH3:23])[CH2:12][CH2:13][CH2:14]1. The yield is 0.580. (9) The reactants are [F:1][C:2]1[CH:3]=[C:4]([N:9]2[CH2:13][C@H:12]([CH2:14][OH:15])[O:11][C:10]2=[O:16])[CH:5]=[CH:6][C:7]=1[I:8].C(N(CC)CC)C.[CH3:24][S:25](Cl)(=[O:27])=[O:26]. The catalyst is C(Cl)Cl. The product is [F:1][C:2]1[CH:3]=[C:4]([N:9]2[CH2:13][C@H:12]([CH2:14][O:15][S:25]([CH3:24])(=[O:27])=[O:26])[O:11][C:10]2=[O:16])[CH:5]=[CH:6][C:7]=1[I:8]. The yield is 0.989. (10) The reactants are [F:1][C:2]1[CH:7]=[CH:6][C:5]([CH2:8][OH:9])=[CH:4][C:3]=1[N+:10]([O-])=O.[H][H]. The catalyst is C(O)C.[Pd]. The product is [NH2:10][C:3]1[CH:4]=[C:5]([CH2:8][OH:9])[CH:6]=[CH:7][C:2]=1[F:1]. The yield is 0.920.